From a dataset of Forward reaction prediction with 1.9M reactions from USPTO patents (1976-2016). Predict the product of the given reaction. (1) Given the reactants [NH:1]1[CH2:5][CH2:4][C@H:3]([NH:6][C:7](=[O:13])[O:8][C:9]([CH3:12])([CH3:11])[CH3:10])[CH2:2]1.Cl[C:15]1[C:16]2[N:17]([CH:21]=[CH:22][N:23]=2)[CH:18]=[CH:19][N:20]=1, predict the reaction product. The product is: [C:9]([O:8][C:7](=[O:13])[NH:6][C@H:3]1[CH2:4][CH2:5][N:1]([C:15]2[C:16]3[N:17]([CH:21]=[CH:22][N:23]=3)[CH:18]=[CH:19][N:20]=2)[CH2:2]1)([CH3:10])([CH3:12])[CH3:11]. (2) Given the reactants [CH3:1][C:2]([CH3:23])([CH3:22])[C:3]([C:5]1[C:13]2[C:8](=[N:9][CH:10]=[C:11]([C:14]3[S:18][C:17]([C:19](O)=[O:20])=[CH:16][CH:15]=3)[N:12]=2)[NH:7][CH:6]=1)=[O:4].[CH3:24][NH:25][CH2:26][C:27]#[N:28].CCN=C=NCCCN(C)C, predict the reaction product. The product is: [C:27]([CH2:26][N:25]([CH3:24])[C:19]([C:17]1[S:18][C:14]([C:11]2[N:12]=[C:13]3[C:5]([C:3](=[O:4])[C:2]([CH3:1])([CH3:22])[CH3:23])=[CH:6][NH:7][C:8]3=[N:9][CH:10]=2)=[CH:15][CH:16]=1)=[O:20])#[N:28].